Dataset: Reaction yield outcomes from USPTO patents with 853,638 reactions. Task: Predict the reaction yield, written as a fraction of the theoretical maximum amount of product (1.0 means a 100% yield; for example, 0.34 means a 34% yield). (1) The reactants are Br[C:2]1[CH:7]=[CH:6][C:5]([Br:8])=[CH:4][CH:3]=1.[Li]CCCC.CON(C)[C:17]([CH:19]1[CH2:23][CH2:22][N:21]([C:24]2[N:29]=[CH:28][CH:27]=[CH:26][N:25]=2)[CH2:20]1)=[O:18].CCOC(C)=O. The catalyst is C1COCC1.O. The product is [Br:8][C:5]1[CH:6]=[CH:7][C:2]([C:17]([CH:19]2[CH2:23][CH2:22][N:21]([C:24]3[N:25]=[CH:26][CH:27]=[CH:28][N:29]=3)[CH2:20]2)=[O:18])=[CH:3][CH:4]=1. The yield is 0.640. (2) The reactants are [NH:1]1[C:5]2[CH:6]=[CH:7][CH:8]=[CH:9][C:4]=2[N:3]=[C:2]1[C:10]([OH:12])=O.S(Cl)(Cl)=O.[OH:17][CH2:18][CH2:19][NH2:20]. The catalyst is C(Cl)(Cl)Cl. The product is [OH:17][CH2:18][CH2:19][NH:20][C:10]([C:2]1[NH:1][C:5]2[CH:6]=[CH:7][CH:8]=[CH:9][C:4]=2[N:3]=1)=[O:12]. The yield is 0.730.